This data is from Full USPTO retrosynthesis dataset with 1.9M reactions from patents (1976-2016). The task is: Predict the reactants needed to synthesize the given product. The reactants are: [CH:1]1[C:14]2[S:13][C:12]3[C:7](=[CH:8][CH:9]=[CH:10][CH:11]=3)[S:6][C:5]=2[CH:4]=[CH:3][CH:2]=1.C(O)(=[O:17])C. Given the product [CH:11]1[C:12]2[S:13][C:14]3[C:5](=[CH:4][CH:3]=[CH:2][CH:1]=3)[S:6](=[O:17])[C:7]=2[CH:8]=[CH:9][CH:10]=1, predict the reactants needed to synthesize it.